This data is from Blood-brain barrier permeability classification from the B3DB database. The task is: Regression/Classification. Given a drug SMILES string, predict its absorption, distribution, metabolism, or excretion properties. Task type varies by dataset: regression for continuous measurements (e.g., permeability, clearance, half-life) or binary classification for categorical outcomes (e.g., BBB penetration, CYP inhibition). Dataset: b3db_classification. (1) The drug is CC[C@H](NC(=O)CSCc1ccc(OC)cc1)c1ccc(C)c(C)c1. The result is 0 (does not penetrate BBB). (2) The drug is COC1C(OC(N)=O)C(O)C(Oc2ccc3c(O)c(NC(=O)c4ccc(O)c(CC=C(C)C)c4)c(=O)oc3c2C)OC1(C)C. The result is 0 (does not penetrate BBB). (3) The molecule is CO/N=C(/C(=O)NC1C(=O)N2C(C(=O)O)=C(CSc3nnnn3C)CS[C@@H]12)c1csc(N)n1. The result is 0 (does not penetrate BBB).